From a dataset of Reaction yield outcomes from USPTO patents with 853,638 reactions. Predict the reaction yield, written as a fraction of the theoretical maximum amount of product (1.0 means a 100% yield; for example, 0.34 means a 34% yield). (1) The reactants are Br[C:2]1[C:10]([Cl:11])=[CH:9][C:5]2=[N:6][O:7][N:8]=[C:4]2[CH:3]=1.B([O-])[O-].C(=O)([O-])[O-].[K+].[K+]. The catalyst is O1CCOCC1.C(#N)C.O.ClCCl. The product is [Cl:11][C:10]1[C:2]([C:2]2[CH:10]=[CH:9][C:5]([NH2:6])=[CH:4][CH:3]=2)=[CH:3][C:4]2[C:5]([CH:9]=1)=[N:6][O:7][N:8]=2. The yield is 0.220. (2) The reactants are CCN(C(C)C)C(C)C.OC(C(F)(F)F)=O.[O:17]=[C:18]([N:35]1[CH2:40][CH2:39][NH:38][CH2:37][CH2:36]1)[CH2:19][NH:20][C:21]([C:23]1[CH:28]=[CH:27][C:26]([C:29]2[CH:34]=[CH:33][CH:32]=[CH:31][CH:30]=2)=[CH:25][CH:24]=1)=[O:22].C1C=CC2N(O)N=NC=2C=1.CCN=C=NCCCN(C)C.Cl.[C:63](O)(=[O:70])[C:64]1[CH:69]=[CH:68][CH:67]=[CH:66][CH:65]=1. The catalyst is CN(C=O)C.O. The product is [C:63]([N:38]1[CH2:39][CH2:40][N:35]([C:18](=[O:17])[CH2:19][NH:20][C:21]([C:23]2[CH:24]=[CH:25][C:26]([C:29]3[CH:34]=[CH:33][CH:32]=[CH:31][CH:30]=3)=[CH:27][CH:28]=2)=[O:22])[CH2:36][CH2:37]1)(=[O:70])[C:64]1[CH:69]=[CH:68][CH:67]=[CH:66][CH:65]=1. The yield is 0.672.